Dataset: Catalyst prediction with 721,799 reactions and 888 catalyst types from USPTO. Task: Predict which catalyst facilitates the given reaction. (1) Reactant: [C:1]([N:3]=[C:4]([N:7]1[CH2:12][CH2:11][CH:10]([NH:13][C:14]([C:16]2[NH:17][C:18]([CH3:23])=[C:19]([Cl:22])[C:20]=2[Cl:21])=[O:15])[CH2:9][CH2:8]1)[S:5][CH3:6])#[N:2].SC[C:26]([O:28][CH3:29])=[O:27]. Product: [NH2:2][C:1]1[N:3]=[C:4]([N:7]2[CH2:12][CH2:11][CH:10]([NH:13][C:14]([C:16]3[NH:17][C:18]([CH3:23])=[C:19]([Cl:22])[C:20]=3[Cl:21])=[O:15])[CH2:9][CH2:8]2)[S:5][C:6]=1[C:26]([O:28][CH3:29])=[O:27]. The catalyst class is: 5. (2) Reactant: [CH3:1][O:2][C:3]1[C:4]2[CH:15]=[C:14]([C:16]([F:19])([F:18])[F:17])[CH:13]=[CH:12][C:5]=2[S:6][C:7]=1[C:8]([O:10]C)=[O:9].O.[OH-].[Li+].O. Product: [CH3:1][O:2][C:3]1[C:4]2[CH:15]=[C:14]([C:16]([F:19])([F:17])[F:18])[CH:13]=[CH:12][C:5]=2[S:6][C:7]=1[C:8]([OH:10])=[O:9]. The catalyst class is: 5. (3) Reactant: [C:1]([O:5][C:6]([NH:8][C:9]1([CH2:13][C:14]([OH:16])=O)[CH2:12][CH2:11][CH2:10]1)=[O:7])([CH3:4])([CH3:3])[CH3:2].C(N(C(C)C)CC)(C)C.F[P-](F)(F)(F)(F)F.CN(C(=[N+](C)C)ON1C2=NC=CC=C2N=N1)C.Cl.[Cl:51][C:52]1[CH:62]=[CH:61][C:55]([O:56][CH:57]2[CH2:60][NH:59][CH2:58]2)=[CH:54][CH:53]=1. Product: [C:1]([O:5][C:6](=[O:7])[NH:8][C:9]1([CH2:13][C:14]([N:59]2[CH2:60][CH:57]([O:56][C:55]3[CH:54]=[CH:53][C:52]([Cl:51])=[CH:62][CH:61]=3)[CH2:58]2)=[O:16])[CH2:10][CH2:11][CH2:12]1)([CH3:2])([CH3:3])[CH3:4]. The catalyst class is: 4. (4) Reactant: [CH2:1]([O:3][C:4]([C:6]1[C:10]([O:11][CH2:12][C:13]([F:16])([F:15])[F:14])=[C:9]([C:17]([O:19]CC)=[O:18])[N:8]([CH2:22][C:23](=[O:32])[NH:24][C:25]2[CH:30]=[CH:29][C:28]([Cl:31])=[CH:27][N:26]=2)[N:7]=1)=[O:5])[CH3:2].Cl. Product: [CH2:1]([O:3][C:4]([C:6]1[C:10]([O:11][CH2:12][C:13]([F:14])([F:15])[F:16])=[C:9]([C:17]([OH:19])=[O:18])[N:8]([CH2:22][C:23](=[O:32])[NH:24][C:25]2[CH:30]=[CH:29][C:28]([Cl:31])=[CH:27][N:26]=2)[N:7]=1)=[O:5])[CH3:2]. The catalyst class is: 464. (5) Reactant: [C:1]([C:5]1[CH:10]=[CH:9][C:8]([S:11]([NH:14][C:15]2[CH:19]=[CH:18][S:17][C:16]=2[C:20]([O:22]C)=[O:21])(=[O:13])=[O:12])=[C:7]([C:24]2[CH:25]=[N:26][CH:27]=[N:28][CH:29]=2)[CH:6]=1)([CH3:4])([CH3:3])[CH3:2].[OH-].[Na+]. Product: [C:1]([C:5]1[CH:10]=[CH:9][C:8]([S:11]([NH:14][C:15]2[CH:19]=[CH:18][S:17][C:16]=2[C:20]([OH:22])=[O:21])(=[O:12])=[O:13])=[C:7]([C:24]2[CH:29]=[N:28][CH:27]=[N:26][CH:25]=2)[CH:6]=1)([CH3:4])([CH3:2])[CH3:3]. The catalyst class is: 83. (6) The catalyst class is: 634. Product: [N:18]1([CH2:17][C:16]2[CH:23]=[CH:24][C:13]([CH2:12][N:9]3[CH:10]=[C:6]4[C:7]([C:2]([Br:1])=[N:3][CH:4]=[CH:5]4)=[N:8]3)=[CH:14][CH:15]=2)[CH:22]=[CH:21][CH:20]=[N:19]1.[N:18]1([CH2:17][C:16]2[CH:23]=[CH:24][C:13]([CH2:12][N:8]3[C:7]4=[C:2]([Br:1])[N:3]=[CH:4][CH:5]=[C:6]4[CH:10]=[N:9]3)=[CH:14][CH:15]=2)[CH:22]=[CH:21][CH:20]=[N:19]1. Reactant: [Br:1][C:2]1[N:3]=[CH:4][CH:5]=[C:6]2[CH:10]=[N:9][NH:8][C:7]=12.Br[CH2:12][C:13]1[CH:24]=[CH:23][C:16]([CH2:17][N:18]2[CH:22]=[CH:21][CH:20]=[N:19]2)=[CH:15][CH:14]=1.C([O-])([O-])=O.[Cs+].[Cs+]. (7) Reactant: O=[C:2]1[CH2:11][CH2:10][CH2:9][C:8]2[N:7]=[C:6]([C:12]#[N:13])[CH:5]=[CH:4][C:3]1=2.[F:14][C:15]1[CH:16]=[CH:17][C:18]([O:24][CH3:25])=[C:19]([CH2:21][CH2:22][NH2:23])[CH:20]=1.O.C1(C)C=CC(S(O)(=O)=O)=CC=1.[BH4-].[Na+].[Cl-].[Na+]. Product: [F:14][C:15]1[CH:16]=[CH:17][C:18]([O:24][CH3:25])=[C:19]([CH2:21][CH2:22][NH:23][CH:2]2[CH2:11][CH2:10][CH2:9][C:8]3[N:7]=[C:6]([C:12]#[N:13])[CH:5]=[CH:4][C:3]2=3)[CH:20]=1. The catalyst class is: 93. (8) Product: [ClH:1].[NH2:33][C@@H:30]([CH2:23][C:24]1[CH:29]=[CH:28][CH:27]=[CH:26][CH:25]=1)[CH2:31][NH:32][C:2]1[N:7]([CH3:8])[C:6](=[O:9])[C:5]([C:10]2[CH:15]=[CH:14][CH:13]=[C:12]([CH3:16])[CH:11]=2)=[C:4]([C:17]2[CH:22]=[CH:21][N:20]=[CH:19][CH:18]=2)[N:3]=1. The catalyst class is: 8. Reactant: [Cl:1][C:2]1[N:7]([CH3:8])[C:6](=[O:9])[C:5]([C:10]2[CH:15]=[CH:14][CH:13]=[C:12]([CH3:16])[CH:11]=2)=[C:4]([C:17]2[CH:22]=[CH:21][N:20]=[CH:19][CH:18]=2)[N:3]=1.[CH2:23]([C@H:30]([NH2:33])[CH2:31][NH2:32])[C:24]1[CH:29]=[CH:28][CH:27]=[CH:26][CH:25]=1.